From a dataset of Reaction yield outcomes from USPTO patents with 853,638 reactions. Predict the reaction yield, written as a fraction of the theoretical maximum amount of product (1.0 means a 100% yield; for example, 0.34 means a 34% yield). (1) The reactants are [H-].[Na+].[OH:3][C:4]1[CH:5]=[C:6]2[C:10](=[CH:11][CH:12]=1)[C:9](=[O:13])[NH:8][C:7]2=[O:14].F[C:16]1[CH:21]=[CH:20][C:19]([N+:22]([O-:24])=[O:23])=[CH:18][CH:17]=1. The catalyst is CN(C=O)C.O. The product is [N+:22]([C:19]1[CH:20]=[CH:21][C:16]([O:3][C:4]2[CH:5]=[C:6]3[C:10](=[CH:11][CH:12]=2)[C:9](=[O:13])[NH:8][C:7]3=[O:14])=[CH:17][CH:18]=1)([O-:24])=[O:23]. The yield is 0.620. (2) The reactants are [CH:1]1([CH2:6][CH:7]([NH:21][C:22]2[CH:30]=[CH:29][C:25]([C:26]([OH:28])=O)=[CH:24][CH:23]=2)[C:8]2[CH:12]=[C:11]([C:13]3[CH:18]=[CH:17][CH:16]=[CH:15][CH:14]=3)[O:10][C:9]=2[CH2:19][CH3:20])C[CH2:4][CH2:3][CH2:2]1.[CH3:31][NH:32][CH2:33][CH2:34][C:35]([O:37]CC)=[O:36].Cl.C(N=C=NCCCN(C)C)C.O.OC1C2N=NNC=2C=CC=1. The catalyst is CN(C)C=O.C(OCC)(=O)C.C(N(CC)CC)C. The product is [CH:6]1([CH:7]([NH:21][C:22]2[CH:30]=[CH:29][C:25]([C:26]([N:32]([CH3:31])[CH2:33][CH2:34][C:35]([OH:37])=[O:36])=[O:28])=[CH:24][CH:23]=2)[C:8]2[CH:12]=[C:11]([C:13]3[CH:18]=[CH:17][CH:16]=[CH:15][CH:14]=3)[O:10][C:9]=2[CH2:19][CH3:20])[CH2:1][CH2:2][CH2:3][CH2:4]1. The yield is 0.860. (3) The reactants are [Cl:1][C:2]1[CH:3]=[C:4]([CH:6]=[CH:7][CH:8]=1)[NH2:5].[C:9]([O:13][CH2:14][CH3:15])(=[O:12])[CH:10]=[CH2:11].Cl. The catalyst is C(O)C. The product is [Cl:1][C:2]1[CH:3]=[C:4]([NH:5][CH2:11][CH2:10][C:9]([O:13][CH2:14][CH3:15])=[O:12])[CH:6]=[CH:7][CH:8]=1. The yield is 0.510.